Dataset: Forward reaction prediction with 1.9M reactions from USPTO patents (1976-2016). Task: Predict the product of the given reaction. (1) Given the reactants [F:1][C:2]1[CH:7]=[CH:6][C:5]([C:8]([C:10]2[CH:15]=[CH:14][C:13]([F:16])=[CH:12][CH:11]=2)=O)=[CH:4][CH:3]=1.[OH:17][CH2:18][CH2:19][O:20][CH2:21][CH2:22][O:23][C:24]1[CH:25]=[C:26]([C:30](=O)[CH2:31][CH2:32][CH2:33][CH3:34])[CH:27]=[CH:28][CH:29]=1, predict the reaction product. The product is: [CH2:31]([C:30]([C:26]1[CH:25]=[C:24]([O:23][CH2:22][CH2:21][O:20][CH2:19][CH2:18][OH:17])[CH:29]=[CH:28][CH:27]=1)=[C:8]([C:10]1[CH:15]=[CH:14][C:13]([F:16])=[CH:12][CH:11]=1)[C:5]1[CH:6]=[CH:7][C:2]([F:1])=[CH:3][CH:4]=1)[CH2:32][CH2:33][CH3:34]. (2) Given the reactants [Br:1][C:2]1[CH:7]=[CH:6][C:5]([OH:8])=[CH:4][N:3]=1.O[CH2:10][CH:11]1[CH2:16][CH2:15][N:14]([C:17]([O:19][CH:20]([CH3:22])[CH3:21])=[O:18])[CH2:13][CH2:12]1.C1C=CC(P(C2C=CC=CC=2)C2C=CC=CC=2)=CC=1.N(C(OC(C)C)=O)=NC(OC(C)C)=O, predict the reaction product. The product is: [Br:1][C:2]1[N:3]=[CH:4][C:5]([O:8][CH2:10][CH:11]2[CH2:16][CH2:15][N:14]([C:17]([O:19][CH:20]([CH3:22])[CH3:21])=[O:18])[CH2:13][CH2:12]2)=[CH:6][CH:7]=1. (3) Given the reactants C([N:8]1[CH2:13][CH2:12][O:11][C@H:10]([CH2:14][C:15]2[CH:20]=[CH:19][C:18]([OH:21])=[C:17]([Cl:22])[CH:16]=2)[CH2:9]1)(OC(C)(C)C)=O.C(=O)([O-])[O-].[K+].[K+].[CH2:29](Br)[C:30]#[CH:31].C1(S)C=CC=CC=1.C(=O)([O-])[O-].C(N(C(C)C)CC)(C)C, predict the reaction product. The product is: [Cl:22][C:17]1[CH:16]=[C:15]([CH:20]=[CH:19][C:18]=1[O:21][CH2:31][C:30]#[CH:29])[CH2:14][C@H:10]1[O:11][CH2:12][CH2:13][NH:8][CH2:9]1. (4) Given the reactants C[O:2][C:3]([C:5]1[CH:10]=[C:9]([O:11][CH3:12])[C:8]([O:13][C@@H:14]([CH3:32])[C:15]([N:17]2[CH2:22][CH2:21][N:20]([C:23](=[O:30])[C:24]3[CH:29]=[CH:28][CH:27]=[CH:26][CH:25]=3)[CH2:19][C@H:18]2[CH3:31])=[O:16])=[CH:7][N:6]=1)=O.[CH:33]1([NH2:36])[CH2:35][CH2:34]1, predict the reaction product. The product is: [CH:33]1([NH:36][C:3]([C:5]2[CH:10]=[C:9]([O:11][CH3:12])[C:8]([O:13][C@@H:14]([CH3:32])[C:15]([N:17]3[CH2:22][CH2:21][N:20]([C:23](=[O:30])[C:24]4[CH:25]=[CH:26][CH:27]=[CH:28][CH:29]=4)[CH2:19][C@H:18]3[CH3:31])=[O:16])=[CH:7][N:6]=2)=[O:2])[CH2:35][CH2:34]1. (5) Given the reactants [CH3:1][O:2][C:3](=[O:15])[C:4]1[CH:9]=[C:8](I)[C:7]([CH:11]([F:13])[F:12])=[CH:6][C:5]=1[NH2:14].[CH:16]([N:19]1[C:23]([Sn](CCCC)(CCCC)CCCC)=[CH:22][CH:21]=[N:20]1)([CH3:18])[CH3:17], predict the reaction product. The product is: [CH3:1][O:2][C:3](=[O:15])[C:4]1[CH:9]=[C:8]([C:23]2[N:19]([CH:16]([CH3:18])[CH3:17])[N:20]=[CH:21][CH:22]=2)[C:7]([CH:11]([F:13])[F:12])=[CH:6][C:5]=1[NH2:14]. (6) Given the reactants [CH3:1][C:2]1([CH3:26])[CH2:7][C:6]([C:8]2[NH:25][C:11]3=[N:12][CH:13]=[CH:14][C:15]([C:16]4[CH:21]=[C:20]([F:22])[CH:19]=[CH:18][C:17]=4[O:23][CH3:24])=[C:10]3[CH:9]=2)=[CH:5][CH2:4][NH:3]1.Br[CH2:28][C:29]([O:31][C:32]([CH3:35])([CH3:34])[CH3:33])=[O:30].C(N(CC)CC)C, predict the reaction product. The product is: [F:22][C:20]1[CH:19]=[CH:18][C:17]([O:23][CH3:24])=[C:16]([C:15]2[CH:14]=[CH:13][N:12]=[C:11]3[NH:25][C:8]([C:6]4[CH2:7][C:2]([CH3:26])([CH3:1])[N:3]([CH2:28][C:29]([O:31][C:32]([CH3:35])([CH3:34])[CH3:33])=[O:30])[CH2:4][CH:5]=4)=[CH:9][C:10]=23)[CH:21]=1. (7) The product is: [Cl:1][C:2]1[CH:16]=[CH:15][C:5]([O:6][C:7]2[CH:14]=[CH:13][CH:12]=[CH:11][C:8]=2/[CH:9]=[CH:21]/[C:19]([O:18][CH3:17])=[O:20])=[CH:4][CH:3]=1. Given the reactants [Cl:1][C:2]1[CH:16]=[CH:15][C:5]([O:6][C:7]2[CH:14]=[CH:13][CH:12]=[CH:11][C:8]=2[CH:9]=O)=[CH:4][CH:3]=1.[CH3:17][O:18][C:19]([CH2:21]P(OC)(OC)=O)=[O:20].[H-].[Na+], predict the reaction product. (8) Given the reactants [CH:1]1([CH2:4][O:5][C:6]2[CH:31]=[CH:30][C:9]([CH2:10][O:11][C:12]3[CH:20]=[CH:19][C:18]4[NH:17][C:16]5[CH:21]([CH2:24][C:25]([O:27]CC)=[O:26])[CH2:22][CH2:23][C:15]=5[C:14]=4[CH:13]=3)=[CH:8][C:7]=2[C:32]([F:35])([F:34])[F:33])[CH2:3][CH2:2]1.[Li+].[OH-], predict the reaction product. The product is: [CH:1]1([CH2:4][O:5][C:6]2[CH:31]=[CH:30][C:9]([CH2:10][O:11][C:12]3[CH:20]=[CH:19][C:18]4[NH:17][C:16]5[CH:21]([CH2:24][C:25]([OH:27])=[O:26])[CH2:22][CH2:23][C:15]=5[C:14]=4[CH:13]=3)=[CH:8][C:7]=2[C:32]([F:35])([F:33])[F:34])[CH2:3][CH2:2]1. (9) Given the reactants [F:1][C:2]1[CH:3]=[C:4]([CH:9]=[CH:10][C:11]=1[C:12]1[C:16]2=[N:17][CH:18]=[CH:19][CH:20]=[C:15]2[NH:14][N:13]=1)[C:5]([O:7]C)=[O:6].[Br:21][C:22]1[CH:27]=[CH:26][CH:25]=[C:24]([F:28])[C:23]=1[CH2:29]Br.C(=O)([O-])[O-].[Cs+].[Cs+].[Li+].[OH-], predict the reaction product. The product is: [Br:21][C:22]1[CH:27]=[CH:26][CH:25]=[C:24]([F:28])[C:23]=1[CH2:29][N:14]1[C:15]2[C:16](=[N:17][CH:18]=[CH:19][CH:20]=2)[C:12]([C:11]2[CH:10]=[CH:9][C:4]([C:5]([OH:7])=[O:6])=[CH:3][C:2]=2[F:1])=[N:13]1.